This data is from HIV replication inhibition screening data with 41,000+ compounds from the AIDS Antiviral Screen. The task is: Binary Classification. Given a drug SMILES string, predict its activity (active/inactive) in a high-throughput screening assay against a specified biological target. (1) The drug is COc1cc(C2c3cc4c(cc3OC(NN)C2C)OCO4)cc(OC)c1O. The result is 0 (inactive). (2) The molecule is [N-]=[N+]=CC(=O)OC1Cc2ccccc2C1. The result is 0 (inactive). (3) The compound is Cl.Clc1cc2nc(C3CCCO3)[nH]c2cc1Cl. The result is 0 (inactive). (4) The drug is CCn1c(-c2ccc(C)cc2)csc1=NC(P(=O)(O)O)P(=O)(O)O. The result is 0 (inactive). (5) The molecule is CCOC(=O)C1=C(O)c2ccccc2S(=O)(=O)N1C.COC(=O)C1=C(O)c2ccccc2S(=O)(=O)N1C. The result is 0 (inactive). (6) The compound is N#CC(=Cc1ccc(O)c(O)c1)C(=O)NCCCCNC(=O)C(C#N)=Cc1ccc(O)c(O)c1. The result is 0 (inactive). (7) The molecule is CCOC(=O)C1(C(=O)OCC)COC(C)(C)OC1. The result is 0 (inactive).